This data is from Forward reaction prediction with 1.9M reactions from USPTO patents (1976-2016). The task is: Predict the product of the given reaction. (1) Given the reactants [CH3:1][O:2][C:3]1[CH:4]=[C:5]2[C:9](=[CH:10][CH:11]=1)[N:8]([CH3:12])[CH:7]=[C:6]2[C:13]1[N:28](S(C2C=CC(C)=CC=2)(=O)=O)[C:16]2[N:17]=[CH:18][CH:19]=[C:20]([C:21]([O:23]C(C)(C)C)=[O:22])[C:15]=2[CH:14]=1.[OH-].[K+], predict the reaction product. The product is: [CH3:1][O:2][C:3]1[CH:4]=[C:5]2[C:9](=[CH:10][CH:11]=1)[N:8]([CH3:12])[CH:7]=[C:6]2[C:13]1[NH:28][C:16]2[N:17]=[CH:18][CH:19]=[C:20]([C:21]([OH:23])=[O:22])[C:15]=2[CH:14]=1. (2) Given the reactants [ClH:1].[CH3:2][C:3]1[C:8]([CH3:9])=[CH:7][C:6]([C:10](=[O:19])[NH:11][CH:12]2[CH2:17][CH2:16][N:15]([CH3:18])[CH2:14][CH2:13]2)=[CH:5][C:4]=1[C:20]1[CH:25]=[CH:24][C:23]([CH2:26][C@H:27]([NH:42][C:43]([C@H:45]2[CH2:50][CH2:49][C@H:48]([CH2:51][NH:52]C(=O)OC(C)(C)C)[CH2:47][CH2:46]2)=[O:44])[C:28](=[O:41])[NH:29][C:30]2[CH:35]=[CH:34][C:33]([C:36]3[N:37]=[N:38][NH:39][N:40]=3)=[CH:32][CH:31]=2)=[CH:22][CH:21]=1, predict the reaction product. The product is: [ClH:1].[NH2:52][CH2:51][C@H:48]1[CH2:47][CH2:46][C@H:45]([C:43]([NH:42][C@H:27]([C:28](=[O:41])[NH:29][C:30]2[CH:31]=[CH:32][C:33]([C:36]3[N:37]=[N:38][NH:39][N:40]=3)=[CH:34][CH:35]=2)[CH2:26][C:23]2[CH:22]=[CH:21][C:20]([C:4]3[C:3]([CH3:2])=[C:8]([CH3:9])[CH:7]=[C:6]([C:10]([NH:11][CH:12]4[CH2:13][CH2:14][N:15]([CH3:18])[CH2:16][CH2:17]4)=[O:19])[CH:5]=3)=[CH:25][CH:24]=2)=[O:44])[CH2:50][CH2:49]1. (3) Given the reactants [C:1]([O:5][C:6]([N:8]1[C:16]2[C:11](=[CH:12][C:13]([O:17][CH2:18][C:19]3[CH:24]=[CH:23][CH:22]=[CH:21][CH:20]=3)=[CH:14][CH:15]=2)[C:10]([C:25]2[N:26]([C:38]([O:40][C:41]([CH3:44])([CH3:43])[CH3:42])=[O:39])[C:27]3[C:32]([CH:33]=2)=[CH:31][C:30]([O:34][CH2:35][CH2:36]Br)=[CH:29][CH:28]=3)=[N:9]1)=[O:7])([CH3:4])([CH3:3])[CH3:2].[I-].[K+].[NH:47]1[CH2:52][CH2:51][O:50][CH2:49][CH2:48]1.C(=O)([O-])[O-].[K+].[K+], predict the reaction product. The product is: [C:1]([O:5][C:6]([N:8]1[C:16]2[C:11](=[CH:12][C:13]([O:17][CH2:18][C:19]3[CH:24]=[CH:23][CH:22]=[CH:21][CH:20]=3)=[CH:14][CH:15]=2)[C:10]([C:25]2[N:26]([C:38]([O:40][C:41]([CH3:44])([CH3:43])[CH3:42])=[O:39])[C:27]3[C:32]([CH:33]=2)=[CH:31][C:30]([O:34][CH2:35][CH2:36][N:47]2[CH2:52][CH2:51][O:50][CH2:49][CH2:48]2)=[CH:29][CH:28]=3)=[N:9]1)=[O:7])([CH3:4])([CH3:3])[CH3:2]. (4) Given the reactants [Li+].[BH4-].CO.[Br:5][CH2:6][CH2:7][CH2:8][C:9]([CH3:16])([CH3:15])[C:10](OCC)=[O:11], predict the reaction product. The product is: [Br:5][CH2:6][CH2:7][CH2:8][C:9]([CH3:16])([CH3:15])[CH2:10][OH:11]. (5) Given the reactants [F:1][C:2]1[CH:9]=[CH:8][C:5](C=O)=[C:4]([CH3:10])[CH:3]=1.C1[O:19][C:14]([CH2:16][CH2:17][NH2:18])([CH3:15])OC1.[C:20]1(C)C=CC(S(O)(=O)=O)=CC=1.C(=O)([O-])[O-].[K+].[K+], predict the reaction product. The product is: [F:1][C:2]1[CH:9]=[CH:8][C:5]([N:18]2[CH2:20][CH2:15][C:14](=[O:19])[CH2:16][CH2:17]2)=[C:4]([CH3:10])[CH:3]=1. (6) Given the reactants Br[CH2:2][C:3](=O)[CH:4]([O:8][CH2:9][CH3:10])[O:5][CH2:6][CH3:7].[C:12]([O:16][C:17]([NH:19][C:20]([NH2:22])=[NH:21])=[O:18])([CH3:15])([CH3:14])[CH3:13], predict the reaction product. The product is: [C:12]([O:16][C:17]([N:19]1[CH:2]=[C:3]([CH:4]([O:8][CH2:9][CH3:10])[O:5][CH2:6][CH3:7])[N:21]=[C:20]1[NH2:22])=[O:18])([CH3:15])([CH3:13])[CH3:14]. (7) Given the reactants C([OH:3])C.[F:4][C:5]([F:49])([F:48])[C:6]1[CH:7]=[C:8]([CH:41]=[C:42]([C:44]([F:47])([F:46])[F:45])[CH:43]=1)[CH2:9][N:10]([C:35]1[N:36]=[N:37][N:38]([CH3:40])[N:39]=1)[C@H:11]1[CH2:17][CH2:16][CH2:15][N:14]([CH2:18][C@H:19]2[CH2:24][CH2:23][C@H:22]([C:25]([O:27]C)=[O:26])[CH2:21][CH2:20]2)[C:13]2[C:29]([CH3:34])=[CH:30][C:31]([CH3:33])=[CH:32][C:12]1=2.[OH-].[Na+].C(O)(=O)C, predict the reaction product. The product is: [OH2:3].[F:47][C:44]([F:45])([F:46])[C:42]1[CH:41]=[C:8]([CH2:9][N:10]([C:35]2[N:36]=[N:37][N:38]([CH3:40])[N:39]=2)[C@@H:11]2[C:12]3[CH:32]=[C:31]([CH3:33])[CH:30]=[C:29]([CH3:34])[C:13]=3[N:14]([CH2:18][C@H:19]3[CH2:24][CH2:23][C@H:22]([C:25]([OH:27])=[O:26])[CH2:21][CH2:20]3)[CH2:15][CH2:16][CH2:17]2)[CH:7]=[C:6]([C:5]([F:4])([F:49])[F:48])[CH:43]=1.